Predict the reaction yield, written as a fraction of the theoretical maximum amount of product (1.0 means a 100% yield; for example, 0.34 means a 34% yield). From a dataset of Reaction yield outcomes from USPTO patents with 853,638 reactions. (1) The reactants are [CH3:1][O:2][C:3](=[O:29])[CH:4]([O:6][C:7]1[CH:12]=[CH:11][C:10]([NH:13][C:14](=[O:28])[CH2:15][CH2:16][CH2:17][CH2:18][CH2:19][O:20]CC2C=CC=CC=2)=[CH:9][CH:8]=1)[CH3:5]. The catalyst is CO.[Pd]. The product is [CH3:1][O:2][C:3](=[O:29])[CH:4]([O:6][C:7]1[CH:12]=[CH:11][C:10]([NH:13][C:14](=[O:28])[CH2:15][CH2:16][CH2:17][CH2:18][CH2:19][OH:20])=[CH:9][CH:8]=1)[CH3:5]. The yield is 0.516. (2) The reactants are [ClH:1].[CH3:2][C:3]1[CH:4]=[CH:5][C:6]2[CH2:7][N:8](CC3C=CC=CC=3)[C@@H:9]3[C@@H:14]([C:15]=2[CH:16]=1)[C:13]1[CH:17]=[C:18]([O:23][CH3:24])[C:19]([O:21][CH3:22])=[CH:20][C:12]=1[CH2:11][CH2:10]3. The catalyst is C(O)C.[Pd]. The product is [ClH:1].[CH3:2][C:3]1[CH:4]=[CH:5][C:6]2[CH2:7][NH:8][C@@H:9]3[C@@H:14]([C:15]=2[CH:16]=1)[C:13]1[CH:17]=[C:18]([O:23][CH3:24])[C:19]([O:21][CH3:22])=[CH:20][C:12]=1[CH2:11][CH2:10]3. The yield is 0.862. (3) The reactants are Cl[CH2:2][C:3]([NH:5][C:6]1[CH:27]=[CH:26][C:9]2[N:10]=[C:11]([NH:14][CH:15]3[C:19]4[C:20]([O:24][CH3:25])=[CH:21][CH:22]=[CH:23][C:18]=4[O:17][CH2:16]3)[O:12][CH2:13][C:8]=2[CH:7]=1)=[O:4].[NH:28]1[CH2:33][CH2:32][O:31][CH2:30][CH2:29]1. No catalyst specified. The product is [CH3:25][O:24][C:20]1[C:19]2[CH:15]([NH:14][C:11]3[O:12][CH2:13][C:8]4[CH:7]=[C:6]([NH:5][C:3](=[O:4])[CH2:2][N:28]5[CH2:33][CH2:32][O:31][CH2:30][CH2:29]5)[CH:27]=[CH:26][C:9]=4[N:10]=3)[CH2:16][O:17][C:18]=2[CH:23]=[CH:22][CH:21]=1. The yield is 0.350. (4) The reactants are Cl[C:2]1[N:10]=[C:9](Cl)[CH:8]=[CH:7][C:3]=1[C:4]([NH2:6])=[O:5].[O:12]([C:19]1[CH:25]=[CH:24][C:22]([NH2:23])=[CH:21][CH:20]=1)[C:13]1[CH:18]=[CH:17][CH:16]=[CH:15][CH:14]=1.C(O[C:31](=[O:38])[NH:32][C@@H:33]1[CH2:37][CH2:36][NH:35][CH2:34]1)(C)(C)C.[C:39](O)(=O)[CH:40]=C. No catalyst specified. The product is [C:31]([NH:32][C@H:33]1[CH2:37][CH2:36][N:35]([C:9]2[CH:8]=[CH:7][C:3]([C:4]([NH2:6])=[O:5])=[C:2]([NH:23][C:22]3[CH:21]=[CH:20][C:19]([O:12][C:13]4[CH:14]=[CH:15][CH:16]=[CH:17][CH:18]=4)=[CH:25][CH:24]=3)[N:10]=2)[CH2:34]1)(=[O:38])[CH:39]=[CH2:40]. The yield is 0.540. (5) The reactants are C([O:4][CH:5]1[CH2:13][C:12]2[C:7](=[CH:8][CH:9]=[CH:10][C:11]=2[NH2:14])[CH2:6]1)(=O)C.CO.C(=O)([O-])[O-].[K+].[K+]. The catalyst is CC(O)C. The product is [NH2:14][C:11]1[CH:10]=[CH:9][CH:8]=[C:7]2[C:12]=1[CH2:13][CH:5]([OH:4])[CH2:6]2. The yield is 0.990. (6) The catalyst is O1CCOCC1.O.C1C=CC(P(C2C=CC=CC=2)C2C=CC=CC=2)=CC=1.C1C=CC(P(C2C=CC=CC=2)C2C=CC=CC=2)=CC=1.Cl[Pd]Cl. The yield is 0.640. The product is [F:1][C:2]1[CH:7]=[C:6]([F:8])[CH:5]=[CH:4][C:3]=1[C:9]1[N:10]=[C:11]2[N:15]([C:16]=1[C:23]1[CH:22]=[N:21][C:20]([S:19][CH3:18])=[N:25][CH:24]=1)[CH:14]=[CH:13][O:12]2. The reactants are [F:1][C:2]1[CH:7]=[C:6]([F:8])[CH:5]=[CH:4][C:3]=1[C:9]1[N:10]=[C:11]2[N:15]([C:16]=1I)[CH:14]=[CH:13][O:12]2.[CH3:18][S:19][C:20]1[N:25]=[CH:24][C:23](B(O)O)=[CH:22][N:21]=1.C(=O)([O-])[O-].[Cs+].[Cs+]. (7) The reactants are [F:1][C:2]1[CH:10]=[CH:9][CH:8]=[C:7]2[C:3]=1[CH:4]=[CH:5][N:6]2[CH:11]([CH3:16])[C:12]([O:14]C)=[O:13].[OH-].[Na+].[CH3:19]O. No catalyst specified. The product is [F:1][C:2]1[CH:10]=[CH:9][CH:8]=[C:7]2[C:3]=1[CH:4]=[CH:5][N:6]2[C:11]([CH3:16])([CH3:19])[C:12]([OH:14])=[O:13]. The yield is 0.840. (8) The reactants are C[O:2][C:3](=[O:43])[CH2:4][C:5]1[CH:10]=[CH:9][CH:8]=[C:7]([O:11][CH2:12][C@H:13]([CH3:42])[CH2:14][N:15]([CH2:30][C:31]2[CH:36]=[CH:35][CH:34]=[C:33]([C:37]([F:40])([F:39])[F:38])[C:32]=2[Cl:41])[CH2:16][CH:17]([C:24]2[CH:29]=[CH:28][CH:27]=[CH:26][CH:25]=2)[C:18]2[CH:23]=[CH:22][CH:21]=[CH:20][CH:19]=2)[CH:6]=1.[Li+].[OH-]. The catalyst is C1COCC1.O. The product is [ClH:41].[Cl:41][C:32]1[C:33]([C:37]([F:38])([F:39])[F:40])=[CH:34][CH:35]=[CH:36][C:31]=1[CH2:30][N:15]([CH2:16][CH:17]([C:24]1[CH:29]=[CH:28][CH:27]=[CH:26][CH:25]=1)[C:18]1[CH:19]=[CH:20][CH:21]=[CH:22][CH:23]=1)[CH2:14][C@@H:13]([CH3:42])[CH2:12][O:11][C:7]1[CH:6]=[C:5]([CH2:4][C:3]([OH:43])=[O:2])[CH:10]=[CH:9][CH:8]=1. The yield is 0.780. (9) The reactants are [Si](C=[N+]=[N-])(C)(C)[CH3:2].[NH2:8][C:9]1[C:17]([N+:18]([O-:20])=[O:19])=[CH:16][C:12]([C:13]([OH:15])=[O:14])=[C:11]([F:21])[C:10]=1[F:22].CO. The catalyst is C1COCC1. The product is [CH3:2][O:14][C:13](=[O:15])[C:12]1[CH:16]=[C:17]([N+:18]([O-:20])=[O:19])[C:9]([NH2:8])=[C:10]([F:22])[C:11]=1[F:21]. The yield is 0.920.